This data is from Peptide-MHC class I binding affinity with 185,985 pairs from IEDB/IMGT. The task is: Regression. Given a peptide amino acid sequence and an MHC pseudo amino acid sequence, predict their binding affinity value. This is MHC class I binding data. (1) The peptide sequence is FREVWKQLF. The MHC is HLA-B58:01 with pseudo-sequence HLA-B58:01. The binding affinity (normalized) is 0.0847. (2) The peptide sequence is VPGSETMCY. The MHC is HLA-B40:01 with pseudo-sequence HLA-B40:01. The binding affinity (normalized) is 0. (3) The peptide sequence is IRQQIEEAT. The MHC is Mamu-B03 with pseudo-sequence Mamu-B03. The binding affinity (normalized) is 0. (4) The peptide sequence is RSELYKYKV. The MHC is H-2-Db with pseudo-sequence H-2-Db. The binding affinity (normalized) is 0. (5) The peptide sequence is ASDYSQGAF. The MHC is HLA-A23:01 with pseudo-sequence HLA-A23:01. The binding affinity (normalized) is 0.213. (6) The peptide sequence is YLRKHIRAL. The MHC is BoLA-JSP.1 with pseudo-sequence BoLA-JSP.1. The binding affinity (normalized) is 0.0641. (7) The peptide sequence is ITEAELTGY. The MHC is HLA-A30:02 with pseudo-sequence HLA-A30:02. The binding affinity (normalized) is 0.792.